Dataset: Forward reaction prediction with 1.9M reactions from USPTO patents (1976-2016). Task: Predict the product of the given reaction. Given the reactants C([O:3][C:4](=[O:38])[C:5]1[CH:10]=[CH:9][C:8]([NH:11][C:12](=[O:36])[CH:13]([C:20]2[N:21]([C:29]3[CH:34]=[CH:33][C:32]([Cl:35])=[CH:31][CH:30]=3)[N:22]=[C:23]3[C:28]=2[CH:27]=[CH:26][CH:25]=[CH:24]3)[CH:14]2[CH2:19][CH2:18][CH2:17][CH2:16][CH2:15]2)=[C:7]([F:37])[CH:6]=1)C.[OH-].[Li+], predict the reaction product. The product is: [Cl:35][C:32]1[CH:33]=[CH:34][C:29]([N:21]2[C:20]([CH:13]([CH:14]3[CH2:19][CH2:18][CH2:17][CH2:16][CH2:15]3)[C:12]([NH:11][C:8]3[CH:9]=[CH:10][C:5]([C:4]([OH:38])=[O:3])=[CH:6][C:7]=3[F:37])=[O:36])=[C:28]3[C:23]([CH:24]=[CH:25][CH:26]=[CH:27]3)=[N:22]2)=[CH:30][CH:31]=1.